Dataset: Catalyst prediction with 721,799 reactions and 888 catalyst types from USPTO. Task: Predict which catalyst facilitates the given reaction. (1) Reactant: [Br:1][C:2]1[CH:3]=[C:4]2[N:11]=[CH:10][NH:9][C:5]2=[N+:6]([O-])[CH:7]=1.CS([Cl:16])(=O)=O.C(=O)([O-])O.[Na+]. Product: [Br:1][C:2]1[C:3]([Cl:16])=[C:4]2[N:11]=[CH:10][NH:9][C:5]2=[N:6][CH:7]=1. The catalyst class is: 9. (2) Reactant: [CH3:1][O:2][C:3]1[CH:4]=[C:5]([CH:8]=[CH:9][C:10]=1[O:11][CH2:12][C:13]#[CH:14])[CH:6]=O.Cl.[CH3:16][O:17][NH2:18].C([O-])(=O)C.[Na+]. Product: [CH3:16][O:17][N:18]=[CH:6][C:5]1[CH:8]=[CH:9][C:10]([O:11][CH2:12][C:13]#[CH:14])=[C:3]([O:2][CH3:1])[CH:4]=1. The catalyst class is: 8.